The task is: Predict the reaction yield, written as a fraction of the theoretical maximum amount of product (1.0 means a 100% yield; for example, 0.34 means a 34% yield).. This data is from Reaction yield outcomes from USPTO patents with 853,638 reactions. The reactants are [O:1]1[CH2:6][CH2:5][CH:4]([C:7]([C:9]2[S:13][C:12]([NH2:14])=[N:11][C:10]=2[C:15]2[O:16][CH:17]=[CH:18][CH:19]=2)=[O:8])[CH2:3][CH2:2]1.C(N(CC)CC)C.[Br:27][CH2:28][C:29](Br)=[O:30].O. The catalyst is CN(C1C=CN=CC=1)C.C1COCC1. The product is [Br:27][CH2:28][C:29]([NH:14][C:12]1[S:13][C:9]([C:7]([CH:4]2[CH2:5][CH2:6][O:1][CH2:2][CH2:3]2)=[O:8])=[C:10]([C:15]2[O:16][CH:17]=[CH:18][CH:19]=2)[N:11]=1)=[O:30]. The yield is 0.800.